Dataset: Full USPTO retrosynthesis dataset with 1.9M reactions from patents (1976-2016). Task: Predict the reactants needed to synthesize the given product. (1) Given the product [F:23][C:24]1[CH:29]=[CH:28][CH:27]=[CH:26][C:25]=1[C:30]1[CH:35]=[N:34][C:33]([N:36]2[C:44]3[C:39](=[CH:40][CH:41]=[C:42]([C:45]([N:47]4[CH2:48][CH2:49][O:50][CH2:51][CH2:52]4)=[O:46])[CH:43]=3)[C:38]([C:53](=[O:55])[CH3:54])=[CH:37]2)=[N:32][CH:31]=1, predict the reactants needed to synthesize it. The reactants are: CC(OI1(OC(C)=O)(OC(C)=O)OC(=O)C2C=CC=CC1=2)=O.[F:23][C:24]1[CH:29]=[CH:28][CH:27]=[CH:26][C:25]=1[C:30]1[CH:31]=[N:32][C:33]([N:36]2[C:44]3[C:39](=[CH:40][CH:41]=[C:42]([C:45]([N:47]4[CH2:52][CH2:51][O:50][CH2:49][CH2:48]4)=[O:46])[CH:43]=3)[C:38]([CH:53]([OH:55])[CH3:54])=[CH:37]2)=[N:34][CH:35]=1. (2) Given the product [C:18]([NH:17][N:16]=[C:11]([CH2:10][C:5]1[CH:6]=[CH:7][CH:8]=[CH:9][C:4]=1[N+:1]([O-:3])=[O:2])[C:12]([OH:14])=[O:13])(=[S:19])[NH2:20], predict the reactants needed to synthesize it. The reactants are: [N+:1]([C:4]1[CH:9]=[CH:8][CH:7]=[CH:6][C:5]=1[CH2:10][C:11](=O)[C:12]([OH:14])=[O:13])([O-:3])=[O:2].[NH2:16][NH:17][C:18]([NH2:20])=[S:19].CC(O)=O. (3) Given the product [C:28]([O:12][C:10]1[CH:9]=[C:8]2[C:3]([C:4](=[O:21])[C:5]([C:13]3[CH:14]=[CH:15][C:16]([O:19][CH3:20])=[CH:17][CH:18]=3)=[CH:6][O:7]2)=[C:2]([OH:1])[CH:11]=1)#[C:29][CH3:30], predict the reactants needed to synthesize it. The reactants are: [OH:1][C:2]1[CH:11]=[C:10]([OH:12])[CH:9]=[C:8]2[C:3]=1[C:4](=[O:21])[C:5]([C:13]1[CH:18]=[CH:17][C:16]([O:19][CH3:20])=[CH:15][CH:14]=1)=[CH:6][O:7]2.C([O-])([O-])=O.[K+].[K+].[CH2:28](Br)[C:29]#[CH:30]. (4) Given the product [F:14][C:10]1[CH:9]=[C:8]([C:7]2[N:6]=[C:5]([NH2:15])[CH:4]=[N:3][C:2]=2[C:24]2[CH:29]=[CH:28][N:27]=[CH:26][CH:25]=2)[CH:13]=[CH:12][CH:11]=1, predict the reactants needed to synthesize it. The reactants are: Br[C:2]1[N:3]=[CH:4][C:5]([NH2:15])=[N:6][C:7]=1[C:8]1[CH:13]=[CH:12][CH:11]=[C:10]([F:14])[CH:9]=1.CC1(C)C(C)(C)OB([C:24]2[CH:29]=[CH:28][N:27]=[CH:26][CH:25]=2)O1.C(=O)([O-])[O-].[Cs+].[Cs+]. (5) Given the product [CH2:1]([NH:10][CH2:11][CH2:12][CH:13]1[C:17]2=[C:18]3[C:23](=[CH:24][CH:25]=[C:16]2[N:15]=[CH:14]1)[C:22](=[O:26])[NH:21][CH:20]=[CH:19]3)[C:2]1[CH:7]=[CH:6][CH:5]=[CH:4][CH:3]=1, predict the reactants needed to synthesize it. The reactants are: [CH:1](=O)[C:2]1[CH:7]=[CH:6][CH:5]=[CH:4][CH:3]=1.Cl.[NH2:10][CH2:11][CH2:12][C:13]1[C:17]2=[C:18]3[C:23](=[CH:24][CH:25]=[C:16]2[NH:15][CH:14]=1)[C:22](=[O:26])[NH:21][CH:20]=[CH:19]3.[BH4-].